This data is from Full USPTO retrosynthesis dataset with 1.9M reactions from patents (1976-2016). The task is: Predict the reactants needed to synthesize the given product. (1) Given the product [F:23][C:22]1[C:17]([C:13]2[CH:14]=[CH:15][CH:16]=[C:11]([N:9]3[CH:10]=[C:6]([C:4]([OH:5])=[O:3])[N:7]=[CH:8]3)[CH:12]=2)=[C:18]([O:24][CH3:25])[CH:19]=[CH:20][CH:21]=1, predict the reactants needed to synthesize it. The reactants are: C([O:3][C:4]([C:6]1[N:7]=[CH:8][N:9]([C:11]2[CH:12]=[C:13]([C:17]3[C:22]([F:23])=[CH:21][CH:20]=[CH:19][C:18]=3[O:24][CH3:25])[CH:14]=[CH:15][CH:16]=2)[CH:10]=1)=[O:5])C.[OH-].[K+]. (2) Given the product [CH3:2][CH2:3][CH2:4][CH:5]([CH3:8])[CH3:6].[Br:1][C:2]1[CH:7]=[CH:6][C:5]([CH:8]([O:10][CH3:13])[CH3:9])=[CH:4][CH:3]=1, predict the reactants needed to synthesize it. The reactants are: [Br:1][C:2]1[CH:7]=[CH:6][C:5]([CH:8]([OH:10])[CH3:9])=[CH:4][CH:3]=1.[H-].[Na+].[CH3:13]I. (3) Given the product [NH2:21][C:20]1[C:11]([C:9]([C:4]2[CH:5]=[CH:6][CH:7]=[CH:8][C:3]=2[O:2][CH3:1])=[O:10])=[CH:12][CH:13]=[C:14]2[C:19]=1[N:18]=[CH:17][CH:16]=[CH:15]2, predict the reactants needed to synthesize it. The reactants are: [CH3:1][O:2][C:3]1[CH:8]=[CH:7][CH:6]=[CH:5][C:4]=1[C:9]([C:11]1[C:20]([N+:21]([O-])=O)=[C:19]2[C:14]([CH:15]=[CH:16][CH:17]=[N:18]2)=[CH:13][CH:12]=1)=[O:10]. (4) The reactants are: [Cl:1][C:2]1[CH:7]=[CH:6][C:5]([CH:8]([C:20]2[CH:34]=[CH:33][C:23]([C:24]([NH:26][CH2:27][CH2:28][S:29]([CH3:32])(=[O:31])=[O:30])=[O:25])=[CH:22][CH:21]=2)[CH2:9][C:10]([C:12]2[CH:17]=[CH:16][C:15](=[O:18])[N:14]([CH3:19])[CH:13]=2)=O)=[C:4]([CH3:35])[CH:3]=1.Cl.[NH2:37][OH:38].C(=O)([O-])O.[Na+]. Given the product [Cl:1][C:2]1[CH:7]=[CH:6][C:5]([CH:8]([C:20]2[CH:21]=[CH:22][C:23]([C:24]([NH:26][CH2:27][CH2:28][S:29]([CH3:32])(=[O:30])=[O:31])=[O:25])=[CH:33][CH:34]=2)[CH2:9]/[C:10](=[N:37]\[OH:38])/[C:12]2[CH:17]=[CH:16][C:15](=[O:18])[N:14]([CH3:19])[CH:13]=2)=[C:4]([CH3:35])[CH:3]=1, predict the reactants needed to synthesize it. (5) Given the product [CH3:24][O:23][C:21](=[O:22])[CH2:20][C:17]1[CH:16]=[CH:15][C:14]([CH:11]2[CH2:10][CH2:9][NH:8][CH2:13][CH2:12]2)=[CH:19][CH:18]=1, predict the reactants needed to synthesize it. The reactants are: C(OC([N:8]1[CH2:13][CH2:12][CH:11]([C:14]2[CH:19]=[CH:18][C:17]([CH2:20][C:21]([O:23][CH3:24])=[O:22])=[CH:16][CH:15]=2)[CH2:10][CH2:9]1)=O)(C)(C)C.C(O)(C(F)(F)F)=O. (6) Given the product [CH3:13][C:10]1([CH3:12])[CH2:9][CH2:8][C:7]([CH3:14])([CH3:15])[C:6]2[CH:5]=[C:4]([Se:16][C:17]#[C:18][C:19]3[CH:28]=[CH:27][C:22]([C:23]([O:25][CH3:26])=[O:24])=[CH:21][CH:20]=3)[CH:3]=[C:2]([O:1][CH2:43][C:42]3[CH:45]=[CH:46][C:39]([C:35]([CH3:38])([CH3:37])[CH3:36])=[CH:40][CH:41]=3)[C:11]1=2, predict the reactants needed to synthesize it. The reactants are: [OH:1][C:2]1[C:11]2[C:10]([CH3:13])([CH3:12])[CH2:9][CH2:8][C:7]([CH3:15])([CH3:14])[C:6]=2[CH:5]=[C:4]([Se:16][C:17]#[C:18][C:19]2[CH:28]=[CH:27][C:22]([C:23]([O:25][CH3:26])=[O:24])=[CH:21][CH:20]=2)[CH:3]=1.C(=O)([O-])[O-].[K+].[K+].[C:35]([C:39]1[CH:46]=[CH:45][C:42]([CH2:43]Br)=[CH:41][CH:40]=1)([CH3:38])([CH3:37])[CH3:36]. (7) Given the product [Cl:1][C:2]1[CH:3]=[C:4]([CH:5]=[C:6]([Cl:8])[CH:7]=1)[O:9][CH2:6][CH2:7][CH2:2][CH:3]([CH3:4])[O:10][C:11]1[CH:12]=[CH:13][CH:14]=[C:15]2[C:20]=1[N:19]=[C:18]([NH2:22])[CH:17]=[CH:16]2, predict the reactants needed to synthesize it. The reactants are: [Cl:1][C:2]1[CH:3]=[C:4]([OH:9])[CH:5]=[C:6]([Cl:8])[CH:7]=1.[OH:10][C:11]1[CH:12]=[CH:13][CH:14]=[C:15]2[C:20]=1[N:19]=[C:18](C)[CH:17]=[CH:16]2.[NH3:22].